From a dataset of Full USPTO retrosynthesis dataset with 1.9M reactions from patents (1976-2016). Predict the reactants needed to synthesize the given product. Given the product [N:1]1([CH2:8][CH2:9][CH2:10][OH:11])[CH2:6][CH2:5][CH2:4][CH2:3][CH2:2]1, predict the reactants needed to synthesize it. The reactants are: [NH:1]1[CH2:6][CH2:5][CH2:4][CH2:3][CH2:2]1.Cl[CH2:8][CH2:9][CH2:10][OH:11].O.[OH-].[Na+].